Dataset: Peptide-MHC class I binding affinity with 185,985 pairs from IEDB/IMGT. Task: Regression. Given a peptide amino acid sequence and an MHC pseudo amino acid sequence, predict their binding affinity value. This is MHC class I binding data. The binding affinity (normalized) is 0.0166. The MHC is HLA-A32:01 with pseudo-sequence HLA-A32:01. The peptide sequence is HVKSTLNNA.